Dataset: Reaction yield outcomes from USPTO patents with 853,638 reactions. Task: Predict the reaction yield, written as a fraction of the theoretical maximum amount of product (1.0 means a 100% yield; for example, 0.34 means a 34% yield). The reactants are Br[C:2]1[O:6][C:5]([CH2:7][N:8]2[C:16]3[C:11](=[C:12]([C:19]([F:22])([F:21])[F:20])[C:13]([C:17]#[N:18])=[CH:14][CH:15]=3)[CH:10]=[C:9]2[CH:23]2[CH2:25][CH2:24]2)=[CH:4][CH:3]=1.C([O-])(=O)C.[K+].CC1C(C)OB(B2OC(C)C(C)O2)O1.Br[C:46]1[CH:51]=[C:50]([C:52]([F:55])([F:54])[F:53])[CH:49]=[CH:48][C:47]=1[F:56].C(=O)([O-])[O-].[Cs+].[Cs+]. The catalyst is CN(C=O)C.C([O-])(=O)C.[Pd+2].C([O-])(=O)C.C1C=CC([P]([Pd]([P](C2C=CC=CC=2)(C2C=CC=CC=2)C2C=CC=CC=2)([P](C2C=CC=CC=2)(C2C=CC=CC=2)C2C=CC=CC=2)[P](C2C=CC=CC=2)(C2C=CC=CC=2)C2C=CC=CC=2)(C2C=CC=CC=2)C2C=CC=CC=2)=CC=1. The product is [CH:23]1([C:9]2[N:8]([CH2:7][C:5]3[O:6][C:2]([C:46]4[CH:51]=[C:50]([C:52]([F:54])([F:55])[F:53])[CH:49]=[CH:48][C:47]=4[F:56])=[CH:3][CH:4]=3)[C:16]3[C:11]([CH:10]=2)=[C:12]([C:19]([F:22])([F:21])[F:20])[C:13]([C:17]#[N:18])=[CH:14][CH:15]=3)[CH2:25][CH2:24]1. The yield is 0.0130.